Dataset: Forward reaction prediction with 1.9M reactions from USPTO patents (1976-2016). Task: Predict the product of the given reaction. (1) Given the reactants O[CH:2]([CH3:17])[CH2:3][C:4]([C:6]1[C:7]2([CH2:12][CH:13]=[CH:14][C:15]=1[CH3:16])[CH2:11][CH2:10][CH2:9][CH2:8]2)=[O:5].C(OC(=O)C)(=O)C.C([O-])(=O)C.[Na+], predict the reaction product. The product is: [CH3:16][C:15]1[CH:14]=[CH:13][CH2:12][C:7]2([CH2:11][CH2:10][CH2:9][CH2:8]2)[C:6]=1[C:4](=[O:5])/[CH:3]=[CH:2]/[CH3:17]. (2) Given the reactants F[C:2]1[CH:7]=[CH:6][CH:5]=[CH:4][N:3]=1.[Br:8][C:9]1[CH:16]=[CH:15][C:12]([CH2:13][OH:14])=[CH:11][CH:10]=1.CC(C)([O-])C.[K+].CN1CCCC1=O, predict the reaction product. The product is: [Br:8][C:9]1[CH:16]=[CH:15][C:12]([CH2:13][O:14][C:2]2[CH:7]=[CH:6][CH:5]=[CH:4][N:3]=2)=[CH:11][CH:10]=1. (3) Given the reactants [C:1]([C:3]1[CH:4]=[C:5]([CH:11]=[CH:12][C:13]=1OCC(C)C)[C:6]([O:8]CC)=[O:7])#[N:2].[OH-].[Na+], predict the reaction product. The product is: [C:1]([C:3]1[CH:4]=[C:5]([CH:11]=[CH:12][C:13]=1[CH2:1][CH:3]([CH3:4])[CH3:13])[C:6]([OH:8])=[O:7])#[N:2].